Dataset: Full USPTO retrosynthesis dataset with 1.9M reactions from patents (1976-2016). Task: Predict the reactants needed to synthesize the given product. (1) The reactants are: [NH2:1][C:2]1[CH:3]=[CH:4][C:5](Br)=[C:6]([C:8]([F:11])([F:10])[F:9])[CH:7]=1.[Br:13][C:14]1[CH:15]=[C:16](B(O)O)[CH:17]=[CH:18][CH:19]=1.C([O-])([O-])=O.[Na+].[Na+].CC#N.O.C(O)(C(F)(F)F)=O. Given the product [Br:13][C:14]1[CH:19]=[C:18]([C:5]2[CH:4]=[CH:3][C:2]([NH2:1])=[CH:7][C:6]=2[C:8]([F:11])([F:10])[F:9])[CH:17]=[CH:16][CH:15]=1, predict the reactants needed to synthesize it. (2) The reactants are: [Br:1][C:2]1[CH:7]=[CH:6][C:5]([C:8]([CH3:12])([CH3:11])[CH2:9][OH:10])=[CH:4][CH:3]=1.[H-].[Na+].I[CH3:16]. Given the product [Br:1][C:2]1[CH:3]=[CH:4][C:5]([C:8]([CH3:12])([CH3:11])[CH2:9][O:10][CH3:16])=[CH:6][CH:7]=1, predict the reactants needed to synthesize it. (3) The reactants are: [C:1]([C:3]1([C:9]([O:11][CH2:12][CH3:13])=[O:10])[CH2:8][CH2:7][CH2:6][CH2:5][CH2:4]1)#[N:2]. Given the product [C:9]([NH:2][CH2:1][C:3]1([C:9]([O:11][CH2:12][CH3:13])=[O:10])[CH2:8][CH2:7][CH2:6][CH2:5][CH2:4]1)(=[O:10])[C:3]1[CH:8]=[CH:7][CH:6]=[CH:5][CH:4]=1, predict the reactants needed to synthesize it. (4) The reactants are: [CH:1]1([CH2:7][NH:8][C:9]2[CH:10]=[C:11]([CH:15]3[O:17][CH:16]3[CH2:18][NH:19][C:20](=[O:26])[O:21][C:22]([CH3:25])([CH3:24])[CH3:23])[CH:12]=[CH:13][CH:14]=2)[CH2:6][CH2:5][CH2:4][CH2:3][CH2:2]1. Given the product [CH:1]1([CH2:7][NH:8][C:9]2[CH:10]=[C:11]([CH2:15][CH:16]([OH:17])[CH2:18][NH:19][C:20](=[O:26])[O:21][C:22]([CH3:23])([CH3:24])[CH3:25])[CH:12]=[CH:13][CH:14]=2)[CH2:2][CH2:3][CH2:4][CH2:5][CH2:6]1, predict the reactants needed to synthesize it. (5) Given the product [Cl:1][C:2]1[CH:11]=[C:10]2[C:5]([CH:6]=[CH:7][C:8]([CH3:12])=[N:9]2)=[C:4]([N:13]2[CH2:18][CH2:17][N:16]([CH2:19][CH:20]([C:22]3[CH:23]=[CH:24][C:25]4[O:30][CH2:29][C:28](=[O:31])[NH:27][C:26]=4[CH:32]=3)[F:39])[CH2:15][CH2:14]2)[CH:3]=1, predict the reactants needed to synthesize it. The reactants are: [Cl:1][C:2]1[CH:11]=[C:10]2[C:5]([CH:6]=[CH:7][C:8]([CH3:12])=[N:9]2)=[C:4]([N:13]2[CH2:18][CH2:17][N:16]([CH2:19][CH:20]([C:22]3[CH:23]=[CH:24][C:25]4[O:30][CH2:29][C:28](=[O:31])[NH:27][C:26]=4[CH:32]=3)O)[CH2:15][CH2:14]2)[CH:3]=1.CCN(S(F)(F)[F:39])CC. (6) Given the product [Cl:1][C:2]1[N:7]2[N:8]=[C:9]([C:15]3[O:16][CH:17]=[CH:18][C:19]=3[CH3:20])[C:10]([C:11](=[O:14])[C:12]#[CH:13])=[C:6]2[CH:5]=[CH:4][CH:3]=1, predict the reactants needed to synthesize it. The reactants are: [Cl:1][C:2]1[N:7]2[N:8]=[C:9]([C:15]3[O:16][CH:17]=[CH:18][C:19]=3[CH3:20])[C:10]([CH:11]([OH:14])[C:12]#[CH:13])=[C:6]2[CH:5]=[CH:4][CH:3]=1.